Dataset: Peptide-MHC class I binding affinity with 185,985 pairs from IEDB/IMGT. Task: Regression. Given a peptide amino acid sequence and an MHC pseudo amino acid sequence, predict their binding affinity value. This is MHC class I binding data. The peptide sequence is GLGGDASAY. The MHC is HLA-B07:02 with pseudo-sequence HLA-B07:02. The binding affinity (normalized) is 0.0847.